Dataset: Peptide-MHC class I binding affinity with 185,985 pairs from IEDB/IMGT. Task: Regression. Given a peptide amino acid sequence and an MHC pseudo amino acid sequence, predict their binding affinity value. This is MHC class I binding data. (1) The peptide sequence is KTTLFHTFK. The MHC is HLA-B15:01 with pseudo-sequence HLA-B15:01. The binding affinity (normalized) is 0.0847. (2) The peptide sequence is IVLEFFMMV. The MHC is HLA-A02:06 with pseudo-sequence HLA-A02:06. The binding affinity (normalized) is 0.680. (3) The peptide sequence is ITDVTTLVV. The MHC is HLA-A30:01 with pseudo-sequence HLA-A30:01. The binding affinity (normalized) is 0.367. (4) The peptide sequence is TTFITVLTSV. The MHC is HLA-A02:01 with pseudo-sequence HLA-A02:01. The binding affinity (normalized) is 0.482. (5) The peptide sequence is AKRYEKSAM. The MHC is HLA-B07:02 with pseudo-sequence HLA-B07:02. The binding affinity (normalized) is 0.0847. (6) The peptide sequence is TEYDGHINL. The MHC is HLA-B44:02 with pseudo-sequence HLA-B44:02. The binding affinity (normalized) is 0.624. (7) The peptide sequence is RPNRQLGSM. The MHC is HLA-B15:01 with pseudo-sequence HLA-B15:01. The binding affinity (normalized) is 0.0847.